Dataset: Catalyst prediction with 721,799 reactions and 888 catalyst types from USPTO. Task: Predict which catalyst facilitates the given reaction. (1) Reactant: [CH3:1][O:2][C:3]([C:5]1[CH:6]=[CH:7][C:8]2[C@@:14]3([CH2:23][CH3:24])[CH2:15][CH2:16][C@@:17]([OH:22])([CH2:19][CH2:20][CH3:21])[CH2:18][C@H:13]3[CH2:12][CH2:11][C:10](=[O:25])[C:9]=2[CH:26]=1)=[O:4].[CH3:27][O:28][C:29]([C:31]1[CH:32]=[CH:33][C:34]2[C@:40]3([CH2:49][CH3:50])[CH2:41][CH2:42][C@:43]([OH:48])([CH2:45][CH2:46][CH3:47])[CH2:44][C@@H:39]3[CH2:38][CH2:37][C:36](=[O:51])[C:35]=2[CH:52]=1)=[O:30].[BH4-].[Na+]. Product: [CH3:1][O:2][C:3]([C:5]1[CH:6]=[CH:7][C:8]2[C@@:14]3([CH2:23][CH3:24])[CH2:15][CH2:16][C@@:17]([OH:22])([CH2:19][CH2:20][CH3:21])[CH2:18][C@H:13]3[CH2:12][CH2:11][CH:10]([OH:25])[C:9]=2[CH:26]=1)=[O:4].[CH3:27][O:28][C:29]([C:31]1[CH:32]=[CH:33][C:34]2[C@:40]3([CH2:49][CH3:50])[CH2:41][CH2:42][C@:43]([OH:48])([CH2:45][CH2:46][CH3:47])[CH2:44][C@@H:39]3[CH2:38][CH2:37][CH:36]([OH:51])[C:35]=2[CH:52]=1)=[O:30]. The catalyst class is: 14. (2) Reactant: [Br:1][C:2]1[CH:8]=[CH:7][CH:6]=[C:5]([Br:9])[C:3]=1[NH2:4].C1C=C(Cl)C=C(C(OO)=[O:18])C=1. Product: [Br:1][C:2]1[CH:8]=[CH:7][CH:6]=[C:5]([Br:9])[C:3]=1[N:4]=[O:18]. The catalyst class is: 22. (3) Reactant: [Na].[C:2]([O:10][CH2:11][CH3:12])(=[O:9])[CH2:3][C:4]([O:6][CH2:7][CH3:8])=[O:5].Cl[CH2:14][C:15]1[CH:20]=[CH:19][CH:18]=[C:17]([N+:21]([O-:23])=[O:22])[CH:16]=1.[Cl-].[NH4+]. Product: [N+:21]([C:17]1[CH:16]=[C:15]([CH:20]=[CH:19][CH:18]=1)[CH2:14][CH:3]([C:4]([O:6][CH2:7][CH3:8])=[O:5])[C:2]([O:10][CH2:11][CH3:12])=[O:9])([O-:23])=[O:22]. The catalyst class is: 8. (4) Reactant: [Cl:1][C:2]1[CH:9]=[CH:8][C:5]([CH:6]=O)=[CH:4][C:3]=1[F:10].[NH:11]1[CH2:16][CH2:15][O:14][CH2:13][CH2:12]1.C(O[BH-](OC(=O)C)OC(=O)C)(=O)C.[Na+].Cl. Product: [Cl:1][C:2]1[CH:9]=[CH:8][C:5]([CH2:6][N:11]2[CH2:16][CH2:15][O:14][CH2:13][CH2:12]2)=[CH:4][C:3]=1[F:10]. The catalyst class is: 68. (5) Reactant: [Cl:1][C:2]1[C:3]([NH:18][C:19]2[CH:20]=[N:21][C:22]([CH3:25])=[CH:23][CH:24]=2)=[N:4][CH:5]=[C:6]([C:8]2[NH:12][C:11]3[CH:13]=[CH:14][C:15]([F:17])=[CH:16][C:10]=3[N:9]=2)[CH:7]=1.[H-].[Na+].I[CH2:29][CH3:30]. Product: [Cl:1][C:2]1[C:3]([NH:18][C:19]2[CH:20]=[N:21][C:22]([CH3:25])=[CH:23][CH:24]=2)=[N:4][CH:5]=[C:6]([C:8]2[N:12]([CH2:29][CH3:30])[C:11]3[CH:13]=[CH:14][C:15]([F:17])=[CH:16][C:10]=3[N:9]=2)[CH:7]=1. The catalyst class is: 3.